From a dataset of Reaction yield outcomes from USPTO patents with 853,638 reactions. Predict the reaction yield, written as a fraction of the theoretical maximum amount of product (1.0 means a 100% yield; for example, 0.34 means a 34% yield). (1) The reactants are [Br-].Cl[C:3]1[C:8]2=[C:9]([CH2:12][N+:13]([CH2:18][CH3:19])([CH2:16][CH3:17])CC)[CH:10]=[CH:11][N:7]2[N:6]=[CH:5][N:4]=1.[C:20]1([C@H:26]([NH2:28])[CH3:27])[CH:25]=[CH:24][CH:23]=[CH:22][CH:21]=1.C[CH2:30][N:31](C(C)C)C(C)C.N1CCC(NC(=O)OC(C)(C)C)CC1.C(O)(C(F)(F)F)=O. The catalyst is CC(N(C)C)=O. The product is [NH2:31][CH:30]1[CH2:17][CH2:16][N:13]([CH2:12][C:9]2[CH:10]=[CH:11][N:7]3[C:8]=2[C:3]([NH:28][C@@H:26]([C:20]2[CH:25]=[CH:24][CH:23]=[CH:22][CH:21]=2)[CH3:27])=[N:4][CH:5]=[N:6]3)[CH2:18][CH2:19]1. The yield is 0.620. (2) The reactants are [C:1]1([C:7]2[CH:14]=[CH:13][C:10]([CH:11]=O)=[CH:9][CH:8]=2)[CH:6]=[CH:5][CH:4]=[CH:3][CH:2]=1.C(=O)=O.[NH:18]([C:20]1[N:25]([CH2:26][C:27]2[CH:32]=[CH:31][C:30]([O:33][CH3:34])=[CH:29][CH:28]=2)[C:24](=[O:35])[N:23]([CH3:36])[C:22](=[O:37])[CH:21]=1)[NH2:19]. The catalyst is CCOC(C)=O. The product is [C:7]1([C:1]2[CH:6]=[CH:5][CH:4]=[CH:3][CH:2]=2)[CH:14]=[CH:13][C:10]([CH:11]=[N:19][NH:18][C:20]2[N:25]([CH2:26][C:27]3[CH:32]=[CH:31][C:30]([O:33][CH3:34])=[CH:29][CH:28]=3)[C:24](=[O:35])[N:23]([CH3:36])[C:22](=[O:37])[CH:21]=2)=[CH:9][CH:8]=1. The yield is 0.803. (3) The reactants are [CH3:1][CH2:2][C:3]([C:5]1[CH:10]=[CH:9]C(C#N)=[CH:7][CH:6]=1)=[O:4].[OH-:13].[Na+].[O:15]1[CH2:20][CH2:19]OCC1. The catalyst is O. The product is [C:3]([C:5]1[CH:10]=[CH:9][C:19]([C:20]([OH:15])=[O:13])=[CH:7][CH:6]=1)(=[O:4])[CH2:2][CH3:1]. The yield is 0.980.